From a dataset of Reaction yield outcomes from USPTO patents with 853,638 reactions. Predict the reaction yield, written as a fraction of the theoretical maximum amount of product (1.0 means a 100% yield; for example, 0.34 means a 34% yield). (1) The reactants are [F:1][C:2]1[CH:3]=[C:4]([C:8]#[C:9][C:10]2[CH:11]=[C:12]([CH:16]=O)[CH:13]=[N:14][CH:15]=2)[CH:5]=[CH:6][CH:7]=1.Cl.[O:19]([NH2:21])[CH3:20].C(=O)([O-])[O-].[K+].[K+]. The catalyst is C(O)C. The product is [CH3:20][O:19][N:21]=[CH:16][C:12]1[CH:13]=[N:14][CH:15]=[C:10]([C:9]#[C:8][C:4]2[CH:5]=[CH:6][CH:7]=[C:2]([F:1])[CH:3]=2)[CH:11]=1. The yield is 0.470. (2) The reactants are Cl[C:2]1[CH:7]=[C:6]([O:8][C:9]2[CH:14]=[CH:13][C:12]([N+:15]([O-:17])=[O:16])=[CH:11][CH:10]=2)[N:5]=[CH:4][N:3]=1.[NH2:18][C:19]1[CH:24]=[CH:23][CH:22]=[CH:21][CH:20]=1.C(OCC)(=O)C.O. The catalyst is CN1CCCC1=O.CCCCCC. The product is [N+:15]([C:12]1[CH:13]=[CH:14][C:9]([O:8][C:6]2[N:5]=[CH:4][N:3]=[C:2]([NH:18][C:19]3[CH:24]=[CH:23][CH:22]=[CH:21][CH:20]=3)[CH:7]=2)=[CH:10][CH:11]=1)([O-:17])=[O:16]. The yield is 0.820.